From a dataset of Catalyst prediction with 721,799 reactions and 888 catalyst types from USPTO. Predict which catalyst facilitates the given reaction. (1) Reactant: ClC1C=C(C=CC=1)C(OO)=[O:6].[CH2:12]([S:14][C:15]1[CH:20]=[CH:19][N:18]=[CH:17][C:16]=1[C:21]1[N:33]([CH3:34])[C:24]2=[N:25][CH:26]=[C:27]([C:29]([F:32])([F:31])[F:30])[CH:28]=[C:23]2[N:22]=1)[CH3:13].C(=O)(O)[O-].[Na+]. Product: [CH2:12]([S:14]([C:15]1[CH:20]=[CH:19][N:18]=[CH:17][C:16]=1[C:21]1[N:33]([CH3:34])[C:24]2=[N:25][CH:26]=[C:27]([C:29]([F:32])([F:30])[F:31])[CH:28]=[C:23]2[N:22]=1)=[O:6])[CH3:13]. The catalyst class is: 22. (2) Reactant: Br[C:2]1[CH:3]=[C:4]([C:8]([O:10][CH3:11])=[O:9])[O:5][C:6]=1[Cl:7].F[B-](F)(F)F.C([PH+](C(C)(C)C)C(C)(C)C)(C)(C)C.[Cl-].[Cl:31][C:32]1[CH:33]=[C:34]([CH:37]=[CH:38][CH:39]=1)[CH2:35][Zn+].[NH4+].[Cl-]. Product: [Cl:7][C:6]1[O:5][C:4]([C:8]([O:10][CH3:11])=[O:9])=[CH:3][C:2]=1[CH2:35][C:34]1[CH:37]=[CH:38][CH:39]=[C:32]([Cl:31])[CH:33]=1. The catalyst class is: 443. (3) Reactant: [C:1]([O:5][C:6]([N:8]1[CH2:13][CH2:12][N:11]([C:14]2[N:19]=[CH:18][C:17]([C:20]3[N:24]4[N:25]=[CH:26][CH:27]=[C:28]([N:29]5[CH2:34][CH2:33][O:32][CH2:31][CH2:30]5)[C:23]4=[N:22][C:21]=3C(O)=O)=[CH:16][CH:15]=2)[CH2:10][CH2:9]1)=[O:7])([CH3:4])([CH3:3])[CH3:2].[C:38](Cl)(=[O:42])C(Cl)=O.[Si]([N:48]=[N+]=[N-])(C)(C)C.[CH3:51][Si:52]([CH3:57])([CH3:56])[CH2:53][CH2:54][OH:55]. Product: [O:32]1[CH2:33][CH2:34][N:29]([C:28]2[C:23]3[N:24]([C:20]([C:17]4[CH:16]=[CH:15][C:14]([N:11]5[CH2:10][CH2:9][N:8]([C:6]([O:5][C:1]([CH3:2])([CH3:4])[CH3:3])=[O:7])[CH2:13][CH2:12]5)=[N:19][CH:18]=4)=[C:21]([NH:48][C:38]([O:55][CH2:54][CH2:53][Si:52]([CH3:57])([CH3:56])[CH3:51])=[O:42])[N:22]=3)[N:25]=[CH:26][CH:27]=2)[CH2:30][CH2:31]1. The catalyst class is: 85. (4) Reactant: [NH2:1][C:2]1([C:15]#[N:16])[CH2:7][CH2:6][N:5]([CH2:8][C:9]2[CH:14]=[CH:13][CH:12]=[CH:11][CH:10]=2)[CH2:4][CH2:3]1.[NH2:17][C:18]1[C:19]([C:26]([NH:28][C:29](=N)SC)=[O:27])=[N:20][C:21]([Cl:25])=[C:22]([NH2:24])[N:23]=1. Product: [CH2:8]([N:5]1[CH2:6][CH2:7][C:2]2([NH:1]/[C:29](=[N:28]\[C:26]([C:19]3[C:18]([NH2:17])=[N:23][C:22]([NH2:24])=[C:21]([Cl:25])[N:20]=3)=[O:27])/[NH:16][CH2:15]2)[CH2:3][CH2:4]1)[C:9]1[CH:14]=[CH:13][CH:12]=[CH:11][CH:10]=1. The catalyst class is: 66. (5) Reactant: [CH2:1]([N:8]1[C:12]([C:13]2[CH:18]=[CH:17][CH:16]=[CH:15][CH:14]=2)=[C:11](C(O)=O)[CH:10]=[N:9]1)[C:2]1[CH:7]=[CH:6][CH:5]=[CH:4][CH:3]=1.C([N:24]([CH2:27]C)CC)C.C1C=CC(P(N=[N+]=[N-])(C2C=CC=CC=2)=[O:36])=CC=1.[CH3:46][Si:47]([CH3:52])([CH3:51])[CH2:48][CH2:49][OH:50]. Product: [CH2:1]([N:8]1[C:12]([C:13]2[CH:14]=[CH:15][CH:16]=[CH:17][CH:18]=2)=[C:11]([NH:24][C:27](=[O:36])[O:50][CH2:49][CH2:48][Si:47]([CH3:52])([CH3:51])[CH3:46])[CH:10]=[N:9]1)[C:2]1[CH:3]=[CH:4][CH:5]=[CH:6][CH:7]=1. The catalyst class is: 20. (6) Reactant: C([O:4][C:5]1[CH:10]=[CH:9][C:8]([CH2:11][N:12]2[CH2:17][CH2:16][O:15][CH2:14][CH2:13]2)=[CH:7][CH:6]=1)(=O)C.O[Li].O. Product: [O:15]1[CH2:14][CH2:13][N:12]([CH2:11][C:8]2[CH:9]=[CH:10][C:5]([OH:4])=[CH:6][CH:7]=2)[CH2:17][CH2:16]1. The catalyst class is: 24. (7) Reactant: C([O:8][C:9]1[CH:10]=[C:11]([C:15]2[CH:24]=[CH:23][CH:22]=[C:21]3[C:16]=2[CH:17]=[CH:18][N:19]=[C:20]3[NH:25][C:26]2[CH:31]=[CH:30][C:29]([C:32]([F:35])([F:34])[F:33])=[CH:28][CH:27]=2)[CH:12]=[CH:13][CH:14]=1)C1C=CC=CC=1. Product: [OH:8][C:9]1[CH:10]=[C:11]([C:15]2[CH:24]=[CH:23][CH:22]=[C:21]3[C:16]=2[CH:17]=[CH:18][N:19]=[C:20]3[NH:25][C:26]2[CH:31]=[CH:30][C:29]([C:32]([F:35])([F:33])[F:34])=[CH:28][CH:27]=2)[CH:12]=[CH:13][CH:14]=1. The catalyst class is: 19. (8) Reactant: [N:1]12[CH2:8][CH2:7][CH:4]([CH2:5][CH2:6]1)[CH2:3][CH:2]2[C:9]#[N:10].[C:11]([OH:20])(=[O:19])[CH:12]([CH:14]([C:16]([OH:18])=[O:17])[OH:15])[OH:13]. Product: [C:16]([CH:14]([CH:12]([C:11]([O-:20])=[O:19])[OH:13])[OH:15])([O-:18])=[O:17].[N:1]12[CH2:8][CH2:7][CH:4]([CH2:5][CH2:6]1)[CH2:3][C@H:2]2[C:9]#[N:10]. The catalyst class is: 5. (9) The catalyst class is: 4. Reactant: [N:1]1([C:5](=[O:15])[CH2:6][C:7]2[CH:12]=[CH:11][C:10]([OH:13])=[C:9]([F:14])[CH:8]=2)[CH2:4][CH2:3][CH2:2]1.[CH:16]([C:19]1[N:23]=[C:22]([N:24]2[CH2:29][CH2:28][CH:27]([C@H:30]3[CH2:32][C@H:31]3[CH2:33][CH2:34]O)[CH2:26][CH2:25]2)[O:21][N:20]=1)([CH3:18])[CH3:17].C1(P(C2C=CC=CC=2)C2C=CC=CC=2)C=CC=CC=1.N(C(OC(C)(C)C)=O)=NC(OC(C)(C)C)=O. Product: [N:1]1([C:5](=[O:15])[CH2:6][C:7]2[CH:12]=[CH:11][C:10]([O:13][CH2:34][CH2:33][C@@H:31]3[CH2:32][C@@H:30]3[CH:27]3[CH2:26][CH2:25][N:24]([C:22]4[O:21][N:20]=[C:19]([CH:16]([CH3:17])[CH3:18])[N:23]=4)[CH2:29][CH2:28]3)=[C:9]([F:14])[CH:8]=2)[CH2:4][CH2:3][CH2:2]1. (10) Reactant: [NH2:1][C:2]1[CH:3]=[C:4]([C:8]2[CH:13]=[N:12][CH:11]=[C:10]3[S:14][C:15]([C:17]([NH2:19])=[O:18])=[CH:16][C:9]=23)[CH:5]=[CH:6][CH:7]=1.CO[C:22]1[CH:29]=[C:28](OC)[CH:27]=CC=1C=O.C(O[BH-](OC(=O)C)OC(=O)C)(=O)C.[Na+].C(O)(=O)C. Product: [CH:29]1([CH2:22][NH:1][C:2]2[CH:3]=[C:4]([C:8]3[CH:13]=[N:12][CH:11]=[C:10]4[S:14][C:15]([C:17]([NH2:19])=[O:18])=[CH:16][C:9]=34)[CH:5]=[CH:6][CH:7]=2)[CH2:27][CH2:28]1. The catalyst class is: 26.